This data is from Full USPTO retrosynthesis dataset with 1.9M reactions from patents (1976-2016). The task is: Predict the reactants needed to synthesize the given product. (1) The reactants are: [CH2:1]([C:7]1([CH2:21]O)[C:20]2[CH:19]=[CH:18][CH:17]=[CH:16][C:15]=2[O:14][C:13]2[C:8]1=[CH:9][CH:10]=[CH:11][CH:12]=2)[CH2:2][CH2:3][CH2:4][CH2:5][CH3:6].C1(P(C2C=CC=CC=2)C2C=CC=CC=2)C=CC=CC=1.C(OC(N=NC(OCC)=O)=O)C.C1(P([N:68]=[N+:69]=[N-:70])(C2C=CC=CC=2)=O)C=CC=CC=1. Given the product [N:68]([CH2:21][C:7]1([CH2:1][CH2:2][CH2:3][CH2:4][CH2:5][CH3:6])[C:8]2[CH:9]=[CH:10][CH:11]=[CH:12][C:13]=2[O:14][C:15]2[C:20]1=[CH:19][CH:18]=[CH:17][CH:16]=2)=[N+:69]=[N-:70], predict the reactants needed to synthesize it. (2) Given the product [NH:1]1[C:9]2[C:4](=[CH:5][CH:6]=[CH:7][CH:8]=2)[C:3](/[CH:10]=[C:11]2\[O:12][C:13]3[C:20]([C:7]4[CH2:8][CH2:9][NH:1][CH2:37][CH:38]=4)=[C:19]([O:30][CH3:31])[CH:18]=[CH:17][C:14]=3[C:15]\2=[O:16])=[N:2]1, predict the reactants needed to synthesize it. The reactants are: [NH:1]1[C:9]2[C:4](=[CH:5][CH:6]=[CH:7][CH:8]=2)[C:3]([CH:10]=[C:11]2[C:15](=[O:16])[C:14]3[CH:17]=[CH:18][C:19]([O:30][CH3:31])=[C:20](C4C=CCCN4C([O-])=O)[C:13]=3[O:12]2)=[N:2]1.Cl.O1[CH2:38][CH2:37]OCC1. (3) The reactants are: [Cl:1][CH2:2][C:3]([NH:5][NH:6][C:7](=[O:15])[C:8]1[CH:13]=[CH:12][C:11]([CH3:14])=[CH:10][CH:9]=1)=O.P(Cl)(Cl)(Cl)=O. Given the product [Cl:1][CH2:2][C:3]1[O:15][C:7]([C:8]2[CH:9]=[CH:10][C:11]([CH3:14])=[CH:12][CH:13]=2)=[N:6][N:5]=1, predict the reactants needed to synthesize it. (4) Given the product [N+:1]([C:4]1[CH:5]=[C:6]([CH:10]=[CH:11][CH:12]=1)[C:7]([NH:32][CH:29]1[CH2:30][CH2:31][O:26][CH2:27][CH2:28]1)=[O:9])([O-:3])=[O:2], predict the reactants needed to synthesize it. The reactants are: [N+:1]([C:4]1[CH:5]=[C:6]([CH:10]=[CH:11][CH:12]=1)[C:7]([OH:9])=O)([O-:3])=[O:2].CN1CCOCC1.ClC(OCC)=O.[O:26]1[CH2:31][CH2:30][CH:29]([NH2:32])[CH2:28][CH2:27]1. (5) Given the product [Cl:20][C:21]([Cl:26])([Cl:25])[C:22]([C:19]1[C:13]2[C:14](=[N:15][CH:16]=[C:11]([C:9]3[CH:8]=[N:7][N:6]([CH3:5])[CH:10]=3)[CH:12]=2)[NH:17][CH:18]=1)=[O:23], predict the reactants needed to synthesize it. The reactants are: [Al+3].[Cl-].[Cl-].[Cl-].[CH3:5][N:6]1[CH:10]=[C:9]([C:11]2[CH:12]=[C:13]3[CH:19]=[CH:18][NH:17][C:14]3=[N:15][CH:16]=2)[CH:8]=[N:7]1.[Cl:20][C:21]([Cl:26])([Cl:25])[C:22](Cl)=[O:23]. (6) Given the product [F:34][C:35]1[CH:36]=[CH:37][CH:38]=[C:39]2[C:43]=1[N:42]([CH2:44][C:45]1[O:46][C:47]([C:50]([F:53])([F:51])[F:52])=[CH:48][CH:49]=1)[C:41](=[O:54])[C:40]2([C:55]1[C:63]([OH:64])=[CH:62][C:58]2[O:59][CH2:60][O:61][C:57]=2[CH:56]=1)[CH2:22][OH:23], predict the reactants needed to synthesize it. The reactants are: C1(C(C2C=CC=CC=2)N2C3C(=CC=CC=3)C(C3C(O)=CC4C[CH2:22][O:23]C=4C=3)C2=O)C=CC=CC=1.[F:34][C:35]1[CH:36]=[CH:37][CH:38]=[C:39]2[C:43]=1[N:42]([CH2:44][C:45]1[O:46][C:47]([C:50]([F:53])([F:52])[F:51])=[CH:48][CH:49]=1)[C:41](=[O:54])[CH:40]2[C:55]1[C:63]([OH:64])=[CH:62][C:58]2[O:59][CH2:60][O:61][C:57]=2[CH:56]=1. (7) Given the product [CH3:1][O:2][C:3]1[CH:4]=[C:5]([CH:11]2[CH:16]([N+:17]([O-:19])=[O:18])[CH2:15][CH2:14][CH:13]([O:20][C:21](=[O:23])[CH3:22])[CH2:12]2)[CH:6]=[CH:7][C:8]=1[O:9][CH3:10], predict the reactants needed to synthesize it. The reactants are: [CH3:1][O:2][C:3]1[CH:4]=[C:5]([CH:11]2[CH:16]([N+:17]([O-:19])=[O:18])[CH2:15][CH2:14][CH:13]([OH:20])[CH2:12]2)[CH:6]=[CH:7][C:8]=1[O:9][CH3:10].[C:21](OC(=O)C)(=[O:23])[CH3:22]. (8) Given the product [C:27]1([C:30]2[CH:35]=[CH:34][CH:33]=[CH:32][CH:31]=2)[CH:26]=[CH:25][C:24]([NH:23][C:18](=[O:20])[C:12](=[C:4]2[NH:3][C:2]([CH3:1])=[C:6]([S:7]([NH:10][CH3:11])(=[O:8])=[O:9])[S:5]2)[C:13]([O:15][CH2:16][CH3:17])=[O:14])=[CH:29][CH:28]=1, predict the reactants needed to synthesize it. The reactants are: [CH3:1][C:2]1[NH:3][C:4](=[C:12]([C:18]([O:20]CC)=O)[C:13]([O:15][CH2:16][CH3:17])=[O:14])[S:5][C:6]=1[S:7]([NH:10][CH3:11])(=[O:9])=[O:8].[NH2:23][C:24]1[CH:29]=[CH:28][C:27]([C:30]2[CH:35]=[CH:34][CH:33]=[CH:32][CH:31]=2)=[CH:26][CH:25]=1. (9) Given the product [CH3:73][CH:34]([CH3:33])[C@H:35]([N:40]1[CH2:48][C:47]2[C:42](=[CH:43][C:44]([C:49]3[CH:54]=[CH:53][C:52]([NH:55][C:56](=[O:71])[C:57]4[CH:58]=[CH:59][C:60]([CH2:63][CH2:64][CH2:65][CH2:66][CH2:67][CH2:68][CH2:69][CH3:70])=[CH:61][CH:62]=4)=[CH:51][CH:50]=3)=[CH:45][CH:46]=2)[C:41]1=[O:72])[C:36]([OH:38])=[O:37], predict the reactants needed to synthesize it. The reactants are: C(NC1C=CC(C2C=C3C(CN([C@@H](C(C)C)C(O)=O)C3=O)=CC=2)=CC=1)(=O)C1C=CC=CC=1.[CH3:33][CH:34]([CH3:73])[C@H:35]([N:40]1[CH2:48][C:47]2[C:42](=[CH:43][C:44]([C:49]3[CH:54]=[CH:53][C:52]([NH:55][C:56](=[O:71])[C:57]4[CH:62]=[CH:61][C:60]([CH2:63][CH2:64][CH2:65][CH2:66][CH2:67][CH2:68][CH2:69][CH3:70])=[CH:59][CH:58]=4)=[CH:51][CH:50]=3)=[CH:45][CH:46]=2)[C:41]1=[O:72])[C:36]([O:38]C)=[O:37].